This data is from Catalyst prediction with 721,799 reactions and 888 catalyst types from USPTO. The task is: Predict which catalyst facilitates the given reaction. (1) Reactant: [F:1][C:2]1[CH:31]=[CH:30][C:5]([C:6]([NH:8][C:9](=[S:29])[NH:10][C:11]2[S:21][C:14]3[CH2:15][O:16][C:17]([CH3:20])([CH3:19])[CH2:18][C:13]=3[C:12]=2[C:22]([O:24]C(C)(C)C)=[O:23])=[O:7])=[CH:4][CH:3]=1. Product: [F:1][C:2]1[CH:3]=[CH:4][C:5]([C:6]([NH:8][C:9](=[S:29])[NH:10][C:11]2[S:21][C:14]3[CH2:15][O:16][C:17]([CH3:20])([CH3:19])[CH2:18][C:13]=3[C:12]=2[C:22]([OH:24])=[O:23])=[O:7])=[CH:30][CH:31]=1. The catalyst class is: 137. (2) Reactant: CC1(C)CCC[C:4](C)(C)[NH:3]1.C([Li])CCC.[Br:16][C:17]1[CH:25]=[CH:24][C:20]([C:21]([OH:23])=O)=[CH:19][N:18]=1.Cl.[NH2:27]N. Product: [Br:16][C:17]1[N:18]=[CH:19][C:20]2[C:21](=[O:23])[NH:27][N:3]=[CH:4][C:24]=2[CH:25]=1. The catalyst class is: 118. (3) Reactant: [CH3:1][C:2]1[CH:3]=[C:4]([NH:26]C(=O)C)[CH:5]=[CH:6][C:7]=1[C:8](=O)/[CH:9]=[CH:10]/[C:11]1[CH:16]=[CH:15][C:14]([O:17]C2CCCCO2)=[C:13]([CH3:24])[CH:12]=1.C([O-])([O-])=O.[Cs+].[Cs+].[C:36]([NH:39][CH2:37][C:36]([NH2:39])=[O:38])(=[O:38])[CH3:37]. Product: [NH2:26][C:4]1[CH:5]=[CH:6][C:7]([C:8]2[NH:39][C:36](=[O:38])[CH:37]=[C:10]([C:11]3[CH:16]=[CH:15][C:14]([OH:17])=[C:13]([CH3:24])[CH:12]=3)[CH:9]=2)=[C:2]([CH3:1])[CH:3]=1. The catalyst class is: 3. (4) Reactant: [H-].[Al+3].[Li+].[H-].[H-].[H-].[CH2:7]([N:11]1[C:16]([CH3:17])=[CH:15][C:14]([CH3:19])([CH3:18])[CH2:13][C:12]1=O)[CH:8]([CH3:10])[CH3:9].O.O.O.O.O.O.O.O.O.O.S([O-])([O-])(=O)=O.[Na+].[Na+].S([O-])([O-])(=O)=O.[Na+].[Na+].C(N1CCC(C)(C)CC1)C(C)C. Product: [CH2:7]([N:11]1[C:16]([CH3:17])=[CH:15][C:14]([CH3:19])([CH3:18])[CH2:13][CH2:12]1)[CH:8]([CH3:10])[CH3:9]. The catalyst class is: 27. (5) Reactant: Cl.[F:2][C@@H:3]1[CH2:7][N:6]([C:8](=[O:22])[CH2:9][NH:10][C:11]2([CH3:21])[CH2:16][CH2:15][N:14]([C:17](=[O:20])[CH2:18][OH:19])[CH2:13][CH2:12]2)[C@H:5]([C:23]#[N:24])[CH2:4]1.[C:25](Cl)(=[O:27])[CH3:26].[C:29]([OH:36])(=[O:35])/[CH:30]=[CH:31]/[C:32]([OH:34])=[O:33]. Product: [C:29]([OH:36])(=[O:35])/[CH:30]=[CH:31]/[C:32]([OH:34])=[O:33].[C:25]([O:19][CH2:18][C:17]([N:14]1[CH2:13][CH2:12][C:11]([NH:10][CH2:9][C:8]([N:6]2[CH2:7][C@@H:3]([F:2])[CH2:4][C@H:5]2[C:23]#[N:24])=[O:22])([CH3:21])[CH2:16][CH2:15]1)=[O:20])(=[O:27])[CH3:26]. The catalyst class is: 404. (6) Reactant: [CH:1]([S:4]([N:7]1[C:11]2[CH:12]=[C:13]([C:16]3[N:17]=[C:18]([CH:27]4[CH2:32][CH2:31][NH:30][CH2:29][CH2:28]4)[NH:19][C:20]=3[C:21]3[CH:26]=[CH:25][CH:24]=[CH:23][CH:22]=3)[CH:14]=[CH:15][C:10]=2[N:9]=[C:8]1[NH2:33])(=[O:6])=[O:5])([CH3:3])[CH3:2].[CH2:34](N(CC)CC)[CH3:35].ICC. Product: [CH:1]([S:4]([N:7]1[C:11]2[CH:12]=[C:13]([C:16]3[N:17]=[C:18]([CH:27]4[CH2:32][CH2:31][N:30]([CH2:34][CH3:35])[CH2:29][CH2:28]4)[NH:19][C:20]=3[C:21]3[CH:26]=[CH:25][CH:24]=[CH:23][CH:22]=3)[CH:14]=[CH:15][C:10]=2[N:9]=[C:8]1[NH2:33])(=[O:5])=[O:6])([CH3:3])[CH3:2]. The catalyst class is: 9. (7) Reactant: [CH3:1][C@@H:2]([C@@H:9]1[C@@:13]2([CH3:28])[CH2:14][CH2:15][CH2:16]/[C:17](=[CH:18]\[CH:19]=[C:20]3\[CH2:21][C@@H:22]([OH:27])[CH2:23][CH2:24][C:25]\3=[CH2:26])/[C@@H:12]2[CH2:11][CH2:10]1)[CH2:3][CH2:4][CH2:5][CH:6]([CH3:8])[CH3:7].C(N(CC)C(C)C)(C)C.Cl[CH2:39][O:40][CH3:41].[Cl-].[NH4+]. Product: [CH3:39][O:40][CH2:41][O:27][CH:22]1[CH2:23][CH2:24][C@@:25]2([CH3:26])[C:20](=[CH:19][CH:18]=[C:17]3[C@@H:16]2[CH2:15][CH2:14][C@@:13]2([CH3:28])[C@H:12]3[CH2:11][CH2:10][C@@H:9]2[C@H:2]([CH3:1])[CH2:3][CH2:4][CH2:5][CH:6]([CH3:7])[CH3:8])[CH2:21]1. The catalyst class is: 4. (8) Reactant: [OH-].[K+:2].[OH:3][C:4]1[CH:5]=[CH:6][C:7]2[CH:8]([C:19]3[CH:27]=[CH:26][CH:25]=[CH:24][C:20]=3[C:21]([OH:23])=[O:22])[C:9]3[C:14]([O:15][C:16]=2[CH:17]=1)=[CH:13][C:12]([OH:18])=[CH:11][CH:10]=3. Product: [OH:18][C:12]1[CH:11]=[CH:10][C:9]2[CH:8]([C:19]3[CH:27]=[CH:26][CH:25]=[CH:24][C:20]=3[C:21]([O-:23])=[O:22])[C:7]3[C:16]([O:15][C:14]=2[CH:13]=1)=[CH:17][C:4]([OH:3])=[CH:5][CH:6]=3.[K+:2]. The catalyst class is: 8. (9) Reactant: C([BH3-])#N.[Na+].[NH2:5][C:6]1[C:11]2[N:12]=[C:13]([CH2:28][O:29][N:30]=[C:31]([CH3:33])[CH3:32])[N:14]([CH2:15][CH2:16][CH2:17][CH2:18][NH:19][C:20](=[O:27])[C:21]3[CH:26]=[CH:25][CH:24]=[CH:23][CH:22]=3)[C:10]=2[C:9]([CH3:34])=[C:8]([CH3:35])[N:7]=1.C(O)(=O)C.CO. Product: [NH2:5][C:6]1[C:11]2[N:12]=[C:13]([CH2:28][O:29][NH:30][CH:31]([CH3:32])[CH3:33])[N:14]([CH2:15][CH2:16][CH2:17][CH2:18][NH:19][C:20](=[O:27])[C:21]3[CH:26]=[CH:25][CH:24]=[CH:23][CH:22]=3)[C:10]=2[C:9]([CH3:34])=[C:8]([CH3:35])[N:7]=1. The catalyst class is: 7.